From a dataset of Reaction yield outcomes from USPTO patents with 853,638 reactions. Predict the reaction yield, written as a fraction of the theoretical maximum amount of product (1.0 means a 100% yield; for example, 0.34 means a 34% yield). The reactants are C([O:5][C:6](=[O:43])[C:7]1[CH:12]=[CH:11][C:10]([O:13][C:14]2[CH:19]=[CH:18][C:17]([CH2:20][N:21]3[CH2:26][CH2:25][CH:24]([N:27]4[C@H:31]([CH2:32][CH:33]([CH3:35])[CH3:34])[CH2:30][N:29]([CH:36]5[CH2:40][CH2:39][CH2:38][CH2:37]5)[C:28]4=[O:41])[CH2:23][CH2:22]3)=[C:16]([CH3:42])[N:15]=2)=[CH:9][CH:8]=1)(C)(C)C.Cl. The catalyst is C1COCC1. The product is [CH:36]1([N:29]2[CH2:30][C@@H:31]([CH2:32][CH:33]([CH3:34])[CH3:35])[N:27]([CH:24]3[CH2:25][CH2:26][N:21]([CH2:20][C:17]4[CH:18]=[CH:19][C:14]([O:13][C:10]5[CH:9]=[CH:8][C:7]([C:6]([OH:43])=[O:5])=[CH:12][CH:11]=5)=[N:15][C:16]=4[CH3:42])[CH2:22][CH2:23]3)[C:28]2=[O:41])[CH2:37][CH2:38][CH2:39][CH2:40]1. The yield is 0.550.